From a dataset of Forward reaction prediction with 1.9M reactions from USPTO patents (1976-2016). Predict the product of the given reaction. (1) The product is: [CH:5]1([C:8]2[N:2]([CH3:1])[N:3]=[C:10]([OH:12])[CH:9]=2)[CH2:7][CH2:6]1. Given the reactants [CH3:1][NH:2][NH2:3].O.[CH:5]1([C:8]#[C:9][C:10]([O:12]C)=O)[CH2:7][CH2:6]1, predict the reaction product. (2) Given the reactants [C:1]([N:8]1[CH2:13][CH2:12][NH:11][CH2:10][CH2:9]1)([O:3][C:4]([CH3:7])([CH3:6])[CH3:5])=[O:2].C(N(CC)CC)C.[CH3:21][N:22]1[CH:26]=[C:25]([S:27](Cl)(=[O:29])=[O:28])[N:24]=[CH:23]1, predict the reaction product. The product is: [C:4]([O:3][C:1]([N:8]1[CH2:9][CH2:10][N:11]([S:27]([C:25]2[N:24]=[CH:23][N:22]([CH3:21])[CH:26]=2)(=[O:29])=[O:28])[CH2:12][CH2:13]1)=[O:2])([CH3:7])([CH3:6])[CH3:5]. (3) Given the reactants [NH2:1][CH:2]([C:5]1[CH:10]=[CH:9][C:8]([OH:11])=[CH:7][CH:6]=1)[CH2:3][CH3:4].C(N(CC)CC)C.[C:19](O[C:19]([O:21][C:22]([CH3:25])([CH3:24])[CH3:23])=[O:20])([O:21][C:22]([CH3:25])([CH3:24])[CH3:23])=[O:20].O, predict the reaction product. The product is: [C:22]([O:21][C:19](=[O:20])[NH:1][CH:2]([C:5]1[CH:6]=[CH:7][C:8]([OH:11])=[CH:9][CH:10]=1)[CH2:3][CH3:4])([CH3:25])([CH3:24])[CH3:23]. (4) Given the reactants [C:1]1([C:7]2[S:8][C:9]3[CH:15]=[CH:14][CH:13]=[CH:12][C:10]=3[N:11]=2)[CH:6]=[CH:5][CH:4]=[CH:3][CH:2]=1.[N+:16]([O-])([OH:18])=[O:17], predict the reaction product. The product is: [C:1]1([C:7]2[S:8][C:9]3[CH:15]=[C:14]([N+:16]([O-:18])=[O:17])[CH:13]=[CH:12][C:10]=3[N:11]=2)[CH:2]=[CH:3][CH:4]=[CH:5][CH:6]=1.